Task: Predict the product of the given reaction.. Dataset: Forward reaction prediction with 1.9M reactions from USPTO patents (1976-2016) (1) Given the reactants C([O:3][C:4]([C:6]1[N:7]([CH3:37])[N:8]=[C:9]([C:12]2[CH:17]=[CH:16][C:15]([O:18][CH2:19][C:20]3[C:25]([N:26]4[C:30](=[O:31])[N:29]([CH3:32])[N:28]=[N:27]4)=[CH:24][CH:23]=[CH:22][C:21]=3[CH:33]3[CH2:35][CH2:34]3)=[C:14]([CH3:36])[CH:13]=2)[C:10]=1[CH3:11])=[O:5])C.O1CCCC1.CO.[OH-].[Li+], predict the reaction product. The product is: [CH:33]1([C:21]2[CH:22]=[CH:23][CH:24]=[C:25]([N:26]3[C:30](=[O:31])[N:29]([CH3:32])[N:28]=[N:27]3)[C:20]=2[CH2:19][O:18][C:15]2[CH:16]=[CH:17][C:12]([C:9]3[C:10]([CH3:11])=[C:6]([C:4]([OH:5])=[O:3])[N:7]([CH3:37])[N:8]=3)=[CH:13][C:14]=2[CH3:36])[CH2:35][CH2:34]1. (2) Given the reactants [CH3:1][O:2][CH2:3][C:4]([CH3:7])([OH:6])[CH3:5].ClC(Cl)(O[C:12](=[O:18])OC(Cl)(Cl)Cl)Cl.FC(F)(F)C([O-])=O.[C:27]([C:30]1[C:31]([NH:44][C:45]2[CH:50]=[CH:49][C:48]([F:51])=[CH:47][CH:46]=2)=[N:32][N:33]([C:35]2([CH2:41][C:42]#[N:43])[CH2:40][CH2:39][NH2+:38][CH2:37][CH2:36]2)[CH:34]=1)(=[O:29])[NH2:28], predict the reaction product. The product is: [C:27]([C:30]1[C:31]([NH:44][C:45]2[CH:46]=[CH:47][C:48]([F:51])=[CH:49][CH:50]=2)=[N:32][N:33]([C:35]2([CH2:41][C:42]#[N:43])[CH2:40][CH2:39][N:38]([C:12]([O:6][C:4]([CH3:7])([CH3:5])[CH2:3][O:2][CH3:1])=[O:18])[CH2:37][CH2:36]2)[CH:34]=1)(=[O:29])[NH2:28].